Predict the product of the given reaction. From a dataset of Forward reaction prediction with 1.9M reactions from USPTO patents (1976-2016). (1) Given the reactants [CH2:1]1[O:3][CH:2]1[CH2:4][OH:5].CO[Si](OC)(OC)OC.[C:15]([O-:28])(=O)[CH2:16][CH2:17]CCCCCCCCC.C([Sn+2]CCCC)CCC.[C:15]([O-:28])(=O)[CH2:16][CH2:17]CCCCCCCCC, predict the reaction product. The product is: [CH2:4]([O:5][CH2:17][CH:16]1[O:28][CH2:15]1)[CH:2]1[O:3][CH2:1]1. (2) Given the reactants Cl[C:2]1[C:3]2[CH:11]=[CH:10][N:9]([S:12]([C:15]3[CH:20]=[CH:19][C:18]([CH3:21])=[CH:17][CH:16]=3)(=[O:14])=[O:13])[C:4]=2[N:5]=[C:6]([I:8])[N:7]=1.[C:22]([NH2:26])([CH3:25])([CH3:24])[CH3:23].CCN(C(C)C)C(C)C, predict the reaction product. The product is: [CH3:23][C:22]([NH:26][C:2]1[C:3]2[CH:11]=[CH:10][N:9]([S:12]([C:15]3[CH:20]=[CH:19][C:18]([CH3:21])=[CH:17][CH:16]=3)(=[O:14])=[O:13])[C:4]=2[N:5]=[C:6]([I:8])[N:7]=1)([CH3:25])[CH3:24]. (3) Given the reactants [NH2:1][C:2]1[NH:3][C:4](=O)[C:5]2[N:11]=[C:10]([C:12]3[CH:17]=[CH:16][C:15]([F:18])=[CH:14][CH:13]=3)[CH:9]=[CH:8][C:6]=2[N:7]=1.C(N(CC)C(C)C)(C)C.[NH:29]1[CH:33]=[N:32][CH:31]=[N:30]1.P(Cl)(Cl)(Cl)=O, predict the reaction product. The product is: [NH2:1][C:2]1[N:3]=[C:4]([C:33]2[N:32]=[CH:31][NH:30][N:29]=2)[C:5]2[N:11]=[C:10]([C:12]3[CH:17]=[CH:16][C:15]([F:18])=[CH:14][CH:13]=3)[CH:9]=[CH:8][C:6]=2[N:7]=1.